From a dataset of NCI-60 drug combinations with 297,098 pairs across 59 cell lines. Regression. Given two drug SMILES strings and cell line genomic features, predict the synergy score measuring deviation from expected non-interaction effect. (1) Drug 1: CC1=CC=C(C=C1)C2=CC(=NN2C3=CC=C(C=C3)S(=O)(=O)N)C(F)(F)F. Cell line: OVCAR-5. Synergy scores: CSS=-2.40, Synergy_ZIP=1.16, Synergy_Bliss=0.101, Synergy_Loewe=-2.02, Synergy_HSA=-1.77. Drug 2: C(CN)CNCCSP(=O)(O)O. (2) Drug 2: C1CC(=O)NC(=O)C1N2CC3=C(C2=O)C=CC=C3N. Cell line: A498. Synergy scores: CSS=-4.18, Synergy_ZIP=0.975, Synergy_Bliss=0.170, Synergy_Loewe=-4.89, Synergy_HSA=-3.82. Drug 1: CC1C(C(CC(O1)OC2CC(CC3=C2C(=C4C(=C3O)C(=O)C5=C(C4=O)C(=CC=C5)OC)O)(C(=O)CO)O)N)O.Cl. (3) Drug 1: C1=C(C(=O)NC(=O)N1)N(CCCl)CCCl. Drug 2: C1=CC=C(C=C1)NC(=O)CCCCCCC(=O)NO. Cell line: NCI-H322M. Synergy scores: CSS=6.38, Synergy_ZIP=0.294, Synergy_Bliss=2.40, Synergy_Loewe=-66.0, Synergy_HSA=0.812. (4) Drug 1: CC1=C2C(C(=O)C3(C(CC4C(C3C(C(C2(C)C)(CC1OC(=O)C(C(C5=CC=CC=C5)NC(=O)C6=CC=CC=C6)O)O)OC(=O)C7=CC=CC=C7)(CO4)OC(=O)C)O)C)OC(=O)C. Cell line: KM12. Synergy scores: CSS=54.0, Synergy_ZIP=9.79, Synergy_Bliss=5.69, Synergy_Loewe=-20.0, Synergy_HSA=3.49. Drug 2: C1C(C(OC1N2C=NC3=C2NC=NCC3O)CO)O. (5) Drug 1: C1C(C(OC1N2C=NC(=NC2=O)N)CO)O. Drug 2: C(CCl)NC(=O)N(CCCl)N=O. Cell line: SF-268. Synergy scores: CSS=8.64, Synergy_ZIP=-0.441, Synergy_Bliss=1.79, Synergy_Loewe=0.476, Synergy_HSA=0.160.